Dataset: Reaction yield outcomes from USPTO patents with 853,638 reactions. Task: Predict the reaction yield, written as a fraction of the theoretical maximum amount of product (1.0 means a 100% yield; for example, 0.34 means a 34% yield). (1) The yield is 0.740. The catalyst is C(Cl)Cl. The product is [F:1][CH2:2][CH2:3][CH2:4][S:5]([O:28][C:25]1[CH:24]=[CH:23][C:22]([C:21]2[N:17]([C:11]3[CH:12]=[CH:13][C:14]([Cl:16])=[CH:15][C:10]=3[Cl:9])[N:18]=[C:19]([C:30]([NH:32][N:33]3[CH2:34][CH2:35][CH2:36][CH2:37][CH2:38]3)=[O:31])[C:20]=2[CH3:29])=[CH:27][CH:26]=1)(=[O:7])=[O:6]. The reactants are [F:1][CH2:2][CH2:3][CH2:4][S:5](Cl)(=[O:7])=[O:6].[Cl:9][C:10]1[CH:15]=[C:14]([Cl:16])[CH:13]=[CH:12][C:11]=1[N:17]1[C:21]([C:22]2[CH:27]=[CH:26][C:25]([OH:28])=[CH:24][CH:23]=2)=[C:20]([CH3:29])[C:19]([C:30]([NH:32][N:33]2[CH2:38][CH2:37][CH2:36][CH2:35][CH2:34]2)=[O:31])=[N:18]1.O. (2) The reactants are C(OC(=O)[NH:10][C@H:11]1[C:20]2[C:15](=[CH:16][CH:17]=[CH:18][CH:19]=2)[N:14]([C:21](=[O:31])[C:22]2[CH:27]=[CH:26][C:25]([N:28]([CH3:30])[CH3:29])=[CH:24][CH:23]=2)[C@@H:13]([CH3:32])[CH2:12]1)C1C=CC=CC=1. The catalyst is C(O)C. The product is [CH3:30][N:28]([CH3:29])[C:25]1[CH:24]=[CH:23][C:22]([C:21]([N:14]2[C:15]3[C:20](=[CH:19][CH:18]=[CH:17][CH:16]=3)[C@H:11]([NH2:10])[CH2:12][C@@H:13]2[CH3:32])=[O:31])=[CH:27][CH:26]=1. The yield is 0.920.